From a dataset of Catalyst prediction with 721,799 reactions and 888 catalyst types from USPTO. Predict which catalyst facilitates the given reaction. Reactant: [Br:1][C:2]1[CH:3]=[C:4]2[C:8](=[C:9]([C:11]([O:13][CH3:14])=[O:12])[CH:10]=1)[N:7](C(OC(C)(C)C)=O)[CH2:6][CH2:5]2.ClCCl.[OH-].[Na+]. The catalyst class is: 55. Product: [Br:1][C:2]1[CH:3]=[C:4]2[C:8](=[C:9]([C:11]([O:13][CH3:14])=[O:12])[CH:10]=1)[NH:7][CH2:6][CH2:5]2.